From a dataset of Forward reaction prediction with 1.9M reactions from USPTO patents (1976-2016). Predict the product of the given reaction. Given the reactants [Cl:1][C:2]1[CH:3]=[C:4]([CH:24]=[CH:25][C:26]=1[Cl:27])[CH2:5][N:6]1[CH2:11][CH2:10][O:9][C@@H:8]([CH2:12][N:13]2C(=O)C3C(=CC=CC=3)C2=O)[CH2:7]1.NN, predict the reaction product. The product is: [NH2:13][CH2:12][C@@H:8]1[O:9][CH2:10][CH2:11][N:6]([CH2:5][C:4]2[CH:24]=[CH:25][C:26]([Cl:27])=[C:2]([Cl:1])[CH:3]=2)[CH2:7]1.